From a dataset of Full USPTO retrosynthesis dataset with 1.9M reactions from patents (1976-2016). Predict the reactants needed to synthesize the given product. (1) Given the product [CH2:1]([O:8][C:9]1[CH:10]=[C:11]2[C:12](=[CH:13][CH:14]=1)[N:15]([CH:16]1[CH2:21][CH2:20][N:19]([C:22]([O:24][C:25]([CH3:26])([CH3:27])[CH3:28])=[O:23])[CH2:18][CH2:17]1)[C:29](=[O:31])[N:37]([CH2:38][C:39]1[CH:44]=[CH:43][C:42]([O:45][CH3:46])=[C:41]([O:47][CH3:48])[CH:40]=1)[C:36]2=[O:49])[C:2]1[CH:3]=[CH:4][CH:5]=[CH:6][CH:7]=1, predict the reactants needed to synthesize it. The reactants are: [CH2:1]([O:8][C:9]1[CH:14]=[CH:13][C:12]([N:15]([C:29]([O:31]CC(C)C)=O)[CH:16]2[CH2:21][CH2:20][N:19]([C:22]([O:24][C:25]([CH3:28])([CH3:27])[CH3:26])=[O:23])[CH2:18][CH2:17]2)=[C:11]([C:36](=[O:49])[NH:37][CH2:38][C:39]2[CH:44]=[CH:43][C:42]([O:45][CH3:46])=[C:41]([O:47][CH3:48])[CH:40]=2)[CH:10]=1)[C:2]1[CH:7]=[CH:6][CH:5]=[CH:4][CH:3]=1.[OH-].[Na+]. (2) The reactants are: [CH3:1][O:2]CCOC.[O:7]1[C:11]2[CH:12]=[C:13]([S:16]([CH:19]([C:30]3[C:35]([F:36])=[CH:34][CH:33]=[C:32]([F:37])[C:31]=3[F:38])[C:20]3[C:21]([CH3:29])=[CH:22][C:23]([C:26]([NH2:28])=[O:27])=[N:24][CH:25]=3)(=[O:18])=[O:17])[CH:14]=[CH:15][C:10]=2[CH:9]=[CH:8]1.C=O.[OH-].[Na+]. Given the product [O:7]1[C:11]2[CH:12]=[C:13]([S:16]([CH:19]([C:30]3[C:35]([F:36])=[CH:34][CH:33]=[C:32]([F:37])[C:31]=3[F:38])[C:20]3[C:21]([CH3:29])=[CH:22][C:23]([C:26]([NH:28][CH2:1][OH:2])=[O:27])=[N:24][CH:25]=3)(=[O:18])=[O:17])[CH:14]=[CH:15][C:10]=2[CH:9]=[CH:8]1, predict the reactants needed to synthesize it. (3) Given the product [C:41]([O-:43])(=[O:42])[CH3:40].[NH4+:3].[CH3:1][C:2]1[N:3]=[N:4][N:5]([CH3:37])[C:6]=1[C:7]1[CH:19]=[N:18][C:17]2[C:16]3[CH:15]=[CH:14][C:13]([C:20]([NH:23][C:41](=[O:42])[CH2:40][N:39]([CH3:44])[CH3:38])([CH3:22])[CH3:21])=[CH:12][C:11]=3[N:10]([CH:24]([CH:31]3[CH2:36][CH2:35][O:34][CH2:33][CH2:32]3)[C:25]3[CH:26]=[CH:27][CH:28]=[CH:29][CH:30]=3)[C:9]=2[CH:8]=1, predict the reactants needed to synthesize it. The reactants are: [CH3:1][C:2]1[N:3]=[N:4][N:5]([CH3:37])[C:6]=1[C:7]1[CH:19]=[N:18][C:17]2[C:16]3[CH:15]=[CH:14][C:13]([C:20]([NH2:23])([CH3:22])[CH3:21])=[CH:12][C:11]=3[N:10]([CH:24]([CH:31]3[CH2:36][CH2:35][O:34][CH2:33][CH2:32]3)[C:25]3[CH:30]=[CH:29][CH:28]=[CH:27][CH:26]=3)[C:9]=2[CH:8]=1.[CH3:38][N:39]([CH3:44])[CH2:40][C:41]([OH:43])=[O:42].CCN(CC)CC.CN(C(ON1N=NC2C=CC=NC1=2)=[N+](C)C)C.F[P-](F)(F)(F)(F)F. (4) The reactants are: [CH3:1][N:2]([CH3:50])[CH2:3][CH2:4][NH:5][C:6]1[CH:7]=[C:8]([C:13]2[CH:18]=[CH:17][N:16]=[C:15]3[NH:19][C:20]([C:22]4[C:30]5[C:25](=[N:26][CH:27]=[C:28]([C:31]6[CH:32]=[C:33]([NH:37][C:38](=[O:43])[CH2:39][CH2:40][CH2:41][CH3:42])[CH:34]=[N:35][CH:36]=6)[CH:29]=5)[N:24](C5CCCCO5)[N:23]=4)=[N:21][C:14]=23)[CH:9]=[C:10]([F:12])[CH:11]=1. Given the product [CH3:50][N:2]([CH3:1])[CH2:3][CH2:4][NH:5][C:6]1[CH:7]=[C:8]([C:13]2[CH:18]=[CH:17][N:16]=[C:15]3[NH:19][C:20]([C:22]4[C:30]5[C:25](=[N:26][CH:27]=[C:28]([C:31]6[CH:32]=[C:33]([NH:37][C:38](=[O:43])[CH2:39][CH2:40][CH2:41][CH3:42])[CH:34]=[N:35][CH:36]=6)[CH:29]=5)[NH:24][N:23]=4)=[N:21][C:14]=23)[CH:9]=[C:10]([F:12])[CH:11]=1, predict the reactants needed to synthesize it. (5) Given the product [C:25](=[O:26])([O:11][CH2:10][CH:9]([NH2:12])[C:3]1[CH:4]=[CH:5][CH:6]=[C:7]([Cl:8])[C:2]=1[Cl:1])[NH2:24], predict the reactants needed to synthesize it. The reactants are: [Cl:1][C:2]1[C:7]([Cl:8])=[CH:6][CH:5]=[CH:4][C:3]=1[CH:9]([NH:12]C(=O)OC(C)(C)C)[CH2:10][OH:11].ClS([N:24]=[C:25]=[O:26])(=O)=O.O.C(=O)([O-])O.[Na+]. (6) Given the product [Br:20][C:21]1[C:30]2[C:25](=[CH:26][CH:27]=[CH:28][CH:29]=2)[C:24]([CH2:31][CH:16]2[CH2:17][CH2:18][N:14]([CH:8]3[CH2:9][CH2:10][CH2:11][CH2:12][CH2:13]3)[C:15]2=[O:19])=[CH:23][CH:22]=1, predict the reactants needed to synthesize it. The reactants are: C(NC(C)C)(C)C.[CH:8]1([N:14]2[CH2:18][CH2:17][CH2:16][C:15]2=[O:19])[CH2:13][CH2:12][CH2:11][CH2:10][CH2:9]1.[Br:20][C:21]1[C:30]2[C:25](=[CH:26][CH:27]=[CH:28][CH:29]=2)[C:24]([CH2:31]Br)=[CH:23][CH:22]=1. (7) Given the product [CH3:27][C:22]1[CH:23]=[C:11]2[N:10]=[C:9]([NH:8][C:6](=[O:7])[C:5]3[CH:24]=[CH:25][C:2]([O:34][C:33]([F:45])([F:44])[F:32])=[CH:3][CH:4]=3)[CH:14]=[C:13]([N:15]3[CH2:20][CH2:19][O:18][CH2:17][CH2:16]3)[N:12]2[N:21]=1, predict the reactants needed to synthesize it. The reactants are: Br[C:2]1[CH:25]=[CH:24][C:5]([C:6]([NH:8][C:9]2[CH:14]=[C:13]([N:15]3[CH2:20][CH2:19][O:18][CH2:17][CH2:16]3)[N:12]3[N:21]=[CH:22][CH:23]=[C:11]3[N:10]=2)=[O:7])=[CH:4][CH:3]=1.N1C=CC=C[CH:27]=1.[F:32][C:33]([F:45])([F:44])[O:34]C1C=CC(C(Cl)=O)=CC=1. (8) The reactants are: [CH:1]1([C@H:5]([NH:10][C:11]2[N:19]=[C:18]([C:20]#[N:21])[N:17]=[C:16]3[C:12]=2[N:13]([CH2:22][C:23]2[CH:28]=[CH:27][C:26]([C:29]([F:32])([F:31])[F:30])=[CH:25][CH:24]=2)[CH:14]=[N:15]3)[CH2:6][CH2:7][CH2:8][OH:9])[CH2:4][CH2:3][CH2:2]1.N1C=CN=C1.[C:38]([Si:42](Cl)([CH3:44])[CH3:43])([CH3:41])([CH3:40])[CH3:39]. Given the product [Si:42]([O:9][CH2:8][CH2:7][CH2:6][C@@H:5]([NH:10][C:11]1[N:19]=[C:18]([C:20]#[N:21])[N:17]=[C:16]2[C:12]=1[N:13]([CH2:22][C:23]1[CH:24]=[CH:25][C:26]([C:29]([F:32])([F:30])[F:31])=[CH:27][CH:28]=1)[CH:14]=[N:15]2)[CH:1]1[CH2:4][CH2:3][CH2:2]1)([C:38]([CH3:41])([CH3:40])[CH3:39])([CH3:44])[CH3:43], predict the reactants needed to synthesize it.